Task: Predict the reaction yield, written as a fraction of the theoretical maximum amount of product (1.0 means a 100% yield; for example, 0.34 means a 34% yield).. Dataset: Reaction yield outcomes from USPTO patents with 853,638 reactions (1) The reactants are [CH:1]([C:3]1[CH:4]=[C:5]([O:9][CH3:10])[CH:6]=[CH:7][CH:8]=1)=[CH2:2].C(O)(=[O:13])C.BrN1C(=O)CCC1=O.[OH-].[Na+]. The catalyst is O1CCOCC1.O. The product is [CH3:10][O:9][C:5]1[CH:4]=[C:3]([CH:1]2[CH2:2][O:13]2)[CH:8]=[CH:7][CH:6]=1. The yield is 1.00. (2) The reactants are [C:1]1([C:7]2[CH:8]=[C:9]3[C:13](=[CH:14][CH:15]=2)[NH:12][C:11](=[O:16])[CH2:10]3)[CH:6]=[CH:5][CH:4]=[CH:3][CH:2]=1.[CH2:17]([N:19]([CH2:35][CH3:36])[CH2:20][CH2:21][CH2:22][NH:23][C:24]([C:26]1[C:30]([CH3:31])=[C:29]([CH:32]=O)[NH:28][C:27]=1[CH3:34])=[O:25])[CH3:18]. No catalyst specified. The product is [CH2:35]([N:19]([CH2:17][CH3:18])[CH2:20][CH2:21][CH2:22][NH:23][C:24]([C:26]1[C:30]([CH3:31])=[C:29]([CH:32]=[C:10]2[C:9]3[C:13](=[CH:14][CH:15]=[C:7]([C:1]4[CH:2]=[CH:3][CH:4]=[CH:5][CH:6]=4)[CH:8]=3)[NH:12][C:11]2=[O:16])[NH:28][C:27]=1[CH3:34])=[O:25])[CH3:36]. The yield is 0.400. (3) The reactants are [Cl:1][C:2]1[CH:3]=[C:4]([O:9][C:10]2[C:24]([F:25])=[CH:23][C:13]([C:14]([NH:16][S:17](=[O:22])(=[O:21])[N:18]([CH3:20])[CH3:19])=[O:15])=[C:12]([F:26])[CH:11]=2)[CH:5]=[N:6][C:7]=1F.[H-].[Na+].[F:29][C:30]([F:35])([F:34])[CH:31]([OH:33])[CH3:32]. The catalyst is C1COCC1.[Cl-].[Na+].O. The product is [Cl:1][C:2]1[CH:3]=[C:4]([O:9][C:10]2[C:24]([F:25])=[CH:23][C:13]([C:14]([NH:16][S:17]([N:18]([CH3:19])[CH3:20])(=[O:22])=[O:21])=[O:15])=[C:12]([F:26])[CH:11]=2)[CH:5]=[N:6][C:7]=1[O:33][CH:31]([CH3:32])[C:30]([F:35])([F:34])[F:29]. The yield is 0.450. (4) The reactants are [Br:1][C:2]1[CH:3]=[C:4]([O:10][C:11]2[C:12]([CH3:17])=[N:13][CH:14]=[CH:15][CH:16]=2)[C:5]([C:8]#[N:9])=[N:6][CH:7]=1.S(=O)(=O)(O)[OH:19].[OH-].[Na+]. The catalyst is O. The product is [Br:1][C:2]1[CH:3]=[C:4]([O:10][C:11]2[C:12]([CH3:17])=[N:13][CH:14]=[CH:15][CH:16]=2)[C:5]([C:8]([NH2:9])=[O:19])=[N:6][CH:7]=1. The yield is 0.989. (5) The reactants are Br[C:2]1[S:3][CH:4]=[C:5]([Br:7])[N:6]=1.C([Li])CCC.[Cl:13][C:14]1[N:19]=[C:18](Cl)[CH:17]=[CH:16][N:15]=1.O.C(C1C(=O)C(Cl)=C(Cl)C(=O)C=1C#N)#N.[OH-].[Na+]. The catalyst is C(OCC)C.C1COCC1. The product is [Br:7][C:5]1[N:6]=[C:2]([C:16]2[CH:17]=[CH:18][N:19]=[C:14]([Cl:13])[N:15]=2)[S:3][CH:4]=1. The yield is 0.698. (6) The reactants are [F:1][C:2]1[CH:3]=[C:4]([C:9]([NH:31][S@@:32]([C:34]([CH3:37])([CH3:36])[CH3:35])=[O:33])([C:17]2[CH:22]=[C:21]([O:23][C:24]([F:29])([F:28])[CH:25]([F:27])[F:26])[CH:20]=[C:19]([F:30])[CH:18]=2)[CH2:10][C:11]2[CH:16]=[CH:15][CH:14]=[CH:13][CH:12]=2)[CH:5]=[CH:6][C:7]=1[OH:8].C([O-])([O-])=O.[K+].[K+].I[CH:45]([CH3:47])[CH3:46]. The catalyst is CN(C=O)C.CCOCC. The product is [F:1][C:2]1[CH:3]=[C:4]([C:9]([NH:31][S@@:32]([C:34]([CH3:37])([CH3:36])[CH3:35])=[O:33])([C:17]2[CH:22]=[C:21]([O:23][C:24]([F:28])([F:29])[CH:25]([F:26])[F:27])[CH:20]=[C:19]([F:30])[CH:18]=2)[CH2:10][C:11]2[CH:12]=[CH:13][CH:14]=[CH:15][CH:16]=2)[CH:5]=[CH:6][C:7]=1[O:8][CH:45]([CH3:47])[CH3:46]. The yield is 1.00.